From a dataset of Full USPTO retrosynthesis dataset with 1.9M reactions from patents (1976-2016). Predict the reactants needed to synthesize the given product. (1) Given the product [CH3:1][O:2][CH2:3][CH2:4][NH:5][CH2:14][C:15]1[CH:16]=[C:17]([CH:20]=[CH:21][CH:22]=1)[C:18]#[N:19], predict the reactants needed to synthesize it. The reactants are: [CH3:1][O:2][CH2:3][CH2:4][NH2:5].C(N(CC)CC)C.Br[CH2:14][C:15]1[CH:16]=[C:17]([CH:20]=[CH:21][CH:22]=1)[C:18]#[N:19]. (2) The reactants are: [CH2:1]([O:3][C:4]([C:6]1[CH:14]2[C:9](N3CCOCC3)([C:10](=[O:15])[NH:11][CH2:12][CH2:13]2)[N:8]([C:22]2[CH:27]=[CH:26][C:25]([O:28][CH3:29])=[CH:24][CH:23]=2)[N:7]=1)=[O:5])[CH3:2].FC(F)(F)C(O)=O. Given the product [CH2:1]([O:3][C:4]([C:6]1[C:14]2[CH2:13][CH2:12][NH:11][C:10](=[O:15])[C:9]=2[N:8]([C:22]2[CH:23]=[CH:24][C:25]([O:28][CH3:29])=[CH:26][CH:27]=2)[N:7]=1)=[O:5])[CH3:2], predict the reactants needed to synthesize it. (3) Given the product [CH:1]1([C:4]2[O:8][N:7]=[C:6]([C:9]3[C:10]([Cl:16])=[CH:11][CH:12]=[CH:13][C:14]=3[Cl:15])[C:5]=2[CH2:17][O:18][CH:19]2[CH2:28][CH2:27][C:22](=[O:23])[CH2:21][C:20]2([CH3:30])[CH3:29])[CH2:3][CH2:2]1, predict the reactants needed to synthesize it. The reactants are: [CH:1]1([C:4]2[O:8][N:7]=[C:6]([C:9]3[C:14]([Cl:15])=[CH:13][CH:12]=[CH:11][C:10]=3[Cl:16])[C:5]=2[CH2:17][O:18][CH:19]2[CH2:28][CH2:27][C:22]3(OCC[O:23]3)[CH2:21][C:20]2([CH3:30])[CH3:29])[CH2:3][CH2:2]1.Cl. (4) The reactants are: FC(F)(F)C(O)=O.[N:8]1([CH2:13][C:14]2[CH:19]=[CH:18][C:17]([C:20]3[CH:24]=[C:23]([CH2:25][CH:26]([CH3:28])[CH3:27])[S:22][C:21]=3[S:29]([NH:32]C(C)(C)C)(=[O:31])=[O:30])=[CH:16][CH:15]=2)[CH:12]=[CH:11][N:10]=[CH:9]1. Given the product [N:8]1([CH2:13][C:14]2[CH:19]=[CH:18][C:17]([C:20]3[CH:24]=[C:23]([CH2:25][CH:26]([CH3:28])[CH3:27])[S:22][C:21]=3[S:29]([NH2:32])(=[O:31])=[O:30])=[CH:16][CH:15]=2)[CH:12]=[CH:11][N:10]=[CH:9]1, predict the reactants needed to synthesize it.